From a dataset of Reaction yield outcomes from USPTO patents with 853,638 reactions. Predict the reaction yield, written as a fraction of the theoretical maximum amount of product (1.0 means a 100% yield; for example, 0.34 means a 34% yield). The reactants are [C:1]([O:5][C:6]([N:8]1[CH2:18][CH2:17][CH:11]([C:12]([O:14][CH2:15][CH3:16])=[O:13])[CH2:10][CH2:9]1)=[O:7])([CH3:4])([CH3:3])[CH3:2].[Li+].CC([N-][CH:24]([CH3:26])[CH3:25])C.C1([C:30](C2CC2)=[S:31])CC1.[CH2:35]1[CH2:39]OC[CH2:36]1. No catalyst specified. The product is [CH:36]1([SH:31]([CH2:30][C:11]2([C:12]([O:14][CH2:15][CH3:16])=[O:13])[CH2:17][CH2:18][N:8]([C:6]([O:5][C:1]([CH3:2])([CH3:4])[CH3:3])=[O:7])[CH2:9][CH2:10]2)[CH:24]2[CH2:26][CH2:25]2)[CH2:35][CH2:39]1. The yield is 0.960.